Dataset: Reaction yield outcomes from USPTO patents with 853,638 reactions. Task: Predict the reaction yield, written as a fraction of the theoretical maximum amount of product (1.0 means a 100% yield; for example, 0.34 means a 34% yield). (1) The reactants are [CH2:1]([N:3]1[C:7]([C:8]([OH:10])=O)=[CH:6][C:5]([CH3:11])=[N:4]1)[CH3:2].O1CCCC1.C(Cl)(=O)C(Cl)=O.[NH2:23][C:24]1[CH:25]=[C:26]([CH:43]=[CH:44][C:45]=1[F:46])[O:27][C:28]1[CH:29]=[CH:30][C:31]2[N:32]([CH:34]=[C:35]([NH:37][C:38]([CH:40]3[CH2:42][CH2:41]3)=[O:39])[N:36]=2)[N:33]=1. The catalyst is CN(C)C=O.CN(C)C(=O)C. The product is [CH:40]1([C:38]([NH:37][C:35]2[N:36]=[C:31]3[CH:30]=[CH:29][C:28]([O:27][C:26]4[CH:43]=[CH:44][C:45]([F:46])=[C:24]([NH:23][C:8]([C:7]5[N:3]([CH2:1][CH3:2])[N:4]=[C:5]([CH3:11])[CH:6]=5)=[O:10])[CH:25]=4)=[N:33][N:32]3[CH:34]=2)=[O:39])[CH2:41][CH2:42]1. The yield is 0.530. (2) The reactants are [C:1]([C:5]1[CH:9]=[C:8]([NH2:10])[N:7]([C:11]2[C:12]([CH3:17])=[N:13][CH:14]=[CH:15][CH:16]=2)[N:6]=1)([CH3:4])([CH3:3])[CH3:2].Cl[C:19]([O:21][C:22]1[CH:27]=[CH:26][CH:25]=[CH:24][CH:23]=1)=[O:20]. No catalyst specified. The product is [C:1]([C:5]1[CH:9]=[C:8]([NH:10][C:19](=[O:20])[O:21][C:22]2[CH:27]=[CH:26][CH:25]=[CH:24][CH:23]=2)[N:7]([C:11]2[C:12]([CH3:17])=[N:13][CH:14]=[CH:15][CH:16]=2)[N:6]=1)([CH3:4])([CH3:3])[CH3:2]. The yield is 0.700. (3) The reactants are [F:1][C:2]1[C:3]([NH2:12])=[CH:4][C:5]2[C:10]([CH:11]=1)=[CH:9][CH:8]=[CH:7][CH:6]=2.[N:13]([O-])=O.[Na+].[F:17][C:18]([F:30])([F:29])[C:19](=O)[CH2:20][C:21]([C:23]1[O:24][CH:25]=[CH:26][CH:27]=1)=O. The catalyst is O. The product is [F:17][C:18]([F:30])([F:29])[C:19]1[CH:20]=[C:21]([C:23]2[O:24][CH:25]=[CH:26][CH:27]=2)[N:12]([C:3]2[C:2]([F:1])=[CH:11][C:10]3[C:5](=[CH:6][CH:7]=[CH:8][CH:9]=3)[CH:4]=2)[N:13]=1. The yield is 0.600. (4) The reactants are [NH2:1][CH:2]([CH3:12])[CH2:3][NH:4][C:5](=[O:11])[O:6][C:7]([CH3:10])([CH3:9])[CH3:8].[OH:13][C:14]1[CH:22]=[CH:21][CH:20]=[CH:19][C:15]=1[C:16](O)=[O:17].N1C=CN=C1.C1CCC(N=C=NC2CCCCC2)CC1. The catalyst is CCOC(C)=O. The product is [OH:13][C:14]1[CH:22]=[CH:21][CH:20]=[CH:19][C:15]=1[C:16]([NH:1][CH:2]([CH3:12])[CH2:3][NH:4][C:5](=[O:11])[O:6][C:7]([CH3:8])([CH3:10])[CH3:9])=[O:17]. The yield is 0.400.